Dataset: NCI-60 drug combinations with 297,098 pairs across 59 cell lines. Task: Regression. Given two drug SMILES strings and cell line genomic features, predict the synergy score measuring deviation from expected non-interaction effect. (1) Drug 1: CC1=C(C(=CC=C1)Cl)NC(=O)C2=CN=C(S2)NC3=CC(=NC(=N3)C)N4CCN(CC4)CCO. Drug 2: CCC1(C2=C(COC1=O)C(=O)N3CC4=CC5=C(C=CC(=C5CN(C)C)O)N=C4C3=C2)O.Cl. Cell line: UO-31. Synergy scores: CSS=13.7, Synergy_ZIP=-4.21, Synergy_Bliss=3.25, Synergy_Loewe=-3.28, Synergy_HSA=2.95. (2) Drug 1: C1=NC2=C(N=C(N=C2N1C3C(C(C(O3)CO)O)F)Cl)N. Drug 2: CC(C)NC(=O)C1=CC=C(C=C1)CNNC.Cl. Cell line: HOP-62. Synergy scores: CSS=9.93, Synergy_ZIP=-4.05, Synergy_Bliss=1.07, Synergy_Loewe=-24.2, Synergy_HSA=-0.369. (3) Drug 1: C1=CN(C(=O)N=C1N)C2C(C(C(O2)CO)O)O.Cl. Drug 2: C1=CC=C(C(=C1)C(C2=CC=C(C=C2)Cl)C(Cl)Cl)Cl. Cell line: SW-620. Synergy scores: CSS=35.8, Synergy_ZIP=-12.9, Synergy_Bliss=-4.03, Synergy_Loewe=-47.5, Synergy_HSA=-4.28. (4) Drug 1: C1C(C(OC1N2C=NC3=C(N=C(N=C32)Cl)N)CO)O. Drug 2: B(C(CC(C)C)NC(=O)C(CC1=CC=CC=C1)NC(=O)C2=NC=CN=C2)(O)O. Cell line: UO-31. Synergy scores: CSS=25.4, Synergy_ZIP=-1.51, Synergy_Bliss=-3.07, Synergy_Loewe=-15.5, Synergy_HSA=-1.31. (5) Drug 1: CC1C(C(=O)NC(C(=O)N2CCCC2C(=O)N(CC(=O)N(C(C(=O)O1)C(C)C)C)C)C(C)C)NC(=O)C3=C4C(=C(C=C3)C)OC5=C(C(=O)C(=C(C5=N4)C(=O)NC6C(OC(=O)C(N(C(=O)CN(C(=O)C7CCCN7C(=O)C(NC6=O)C(C)C)C)C)C(C)C)C)N)C. Drug 2: CC1=C(C(=O)C2=C(C1=O)N3CC4C(C3(C2COC(=O)N)OC)N4)N. Cell line: SNB-19. Synergy scores: CSS=36.5, Synergy_ZIP=-2.59, Synergy_Bliss=-0.453, Synergy_Loewe=-2.39, Synergy_HSA=2.99. (6) Drug 1: CC1OCC2C(O1)C(C(C(O2)OC3C4COC(=O)C4C(C5=CC6=C(C=C35)OCO6)C7=CC(=C(C(=C7)OC)O)OC)O)O. Drug 2: C1CC(CNC1)C2=CC=C(C=C2)N3C=C4C=CC=C(C4=N3)C(=O)N. Cell line: SW-620. Synergy scores: CSS=64.5, Synergy_ZIP=-1.03, Synergy_Bliss=-2.30, Synergy_Loewe=-0.273, Synergy_HSA=3.86. (7) Drug 1: C1=CC(=C2C(=C1NCCNCCO)C(=O)C3=C(C=CC(=C3C2=O)O)O)NCCNCCO. Drug 2: CC1=C(C=C(C=C1)NC(=O)C2=CC=C(C=C2)CN3CCN(CC3)C)NC4=NC=CC(=N4)C5=CN=CC=C5. Cell line: RXF 393. Synergy scores: CSS=28.3, Synergy_ZIP=3.02, Synergy_Bliss=2.82, Synergy_Loewe=-10.6, Synergy_HSA=3.54. (8) Drug 1: CCC1(CC2CC(C3=C(CCN(C2)C1)C4=CC=CC=C4N3)(C5=C(C=C6C(=C5)C78CCN9C7C(C=CC9)(C(C(C8N6C=O)(C(=O)OC)O)OC(=O)C)CC)OC)C(=O)OC)O.OS(=O)(=O)O. Drug 2: CC1C(C(CC(O1)OC2CC(OC(C2O)C)OC3=CC4=CC5=C(C(=O)C(C(C5)C(C(=O)C(C(C)O)O)OC)OC6CC(C(C(O6)C)O)OC7CC(C(C(O7)C)O)OC8CC(C(C(O8)C)O)(C)O)C(=C4C(=C3C)O)O)O)O. Cell line: HCT-15. Synergy scores: CSS=18.4, Synergy_ZIP=-7.14, Synergy_Bliss=-8.02, Synergy_Loewe=-9.87, Synergy_HSA=-8.62.